From a dataset of Forward reaction prediction with 1.9M reactions from USPTO patents (1976-2016). Predict the product of the given reaction. Given the reactants C([O:4][CH2:5][CH2:6][CH2:7][S:8]([NH:11][C:12]([C:14]1[CH:19]=[CH:18][C:17]([C:20]2[CH:25]=[CH:24][C:23]([NH:26][CH2:27][CH2:28][N:29](C(OC(C)(C)C)=O)[CH2:30][C@@H:31]([C:33]3[CH:38]=[CH:37][CH:36]=[C:35]([Cl:39])[CH:34]=3)[OH:32])=[CH:22][CH:21]=2)=[CH:16][C:15]=1[O:47][CH2:48][CH:49]([CH3:51])[CH3:50])=[O:13])(=[O:10])=[O:9])(=O)C.[OH-].[Na+], predict the reaction product. The product is: [ClH:39].[ClH:39].[Cl:39][C:35]1[CH:34]=[C:33]([C@@H:31]([OH:32])[CH2:30][NH:29][CH2:28][CH2:27][NH:26][C:23]2[CH:22]=[CH:21][C:20]([C:17]3[CH:18]=[CH:19][C:14]([C:12]([NH:11][S:8]([CH2:7][CH2:6][CH2:5][OH:4])(=[O:10])=[O:9])=[O:13])=[C:15]([O:47][CH2:48][CH:49]([CH3:50])[CH3:51])[CH:16]=3)=[CH:25][CH:24]=2)[CH:38]=[CH:37][CH:36]=1.